Dataset: Catalyst prediction with 721,799 reactions and 888 catalyst types from USPTO. Task: Predict which catalyst facilitates the given reaction. Product: [C:6]([C:7]1[N:12]=[C:11]([C:13]2[N:18]=[CH:17][CH:16]=[CH:15][N:14]=2)[CH:10]=[CH:9][CH:8]=1)#[CH:5]. Reactant: C[Si]([C:5]#[C:6][C:7]1[N:12]=[C:11]([C:13]2[N:18]=[CH:17][CH:16]=[CH:15][N:14]=2)[CH:10]=[CH:9][CH:8]=1)(C)C. The catalyst class is: 7.